This data is from Forward reaction prediction with 1.9M reactions from USPTO patents (1976-2016). The task is: Predict the product of the given reaction. (1) Given the reactants [Cl:1][C:2]1[CH:7]=[CH:6][CH:5]=[C:4]([Cl:8])[C:3]=1[C:9]1[O:10][C:11]2[C:12](=[C:14]([C:18](O)=[O:19])[CH:15]=[CH:16][CH:17]=2)[N:13]=1.Cl.Cl.[NH2:23][CH:24]1[CH2:31][CH:30]2[N:32]([CH3:33])[CH:26]([CH2:27][CH2:28][CH2:29]2)[CH2:25]1.Cl.C(N=C=NCCCN(C)C)C.ON1C2C=CC=CC=2N=N1.C(N(CC)CC)C, predict the reaction product. The product is: [CH3:33][N:32]1[CH:26]2[CH2:27][CH2:28][CH2:29][CH:30]1[CH2:31][CH:24]([NH:23][C:18]([C:14]1[CH:15]=[CH:16][CH:17]=[C:11]3[O:10][C:9]([C:3]4[C:4]([Cl:8])=[CH:5][CH:6]=[CH:7][C:2]=4[Cl:1])=[N:13][C:12]=13)=[O:19])[CH2:25]2. (2) Given the reactants Br[C:2]1[CH:7]=[CH:6][CH:5]=[CH:4][C:3]=1[CH2:8][C:9]([OH:11])=[O:10].[CH3:12][O:13][C:14]1[CH:20]=[CH:19][C:18]([Cl:21])=[CH:17][C:15]=1[NH2:16], predict the reaction product. The product is: [CH3:12][O:13][C:14]1[CH:20]=[CH:19][C:18]([Cl:21])=[CH:17][C:15]=1[NH:16][C:2]1[CH:7]=[CH:6][CH:5]=[CH:4][C:3]=1[CH2:8][C:9]([OH:11])=[O:10]. (3) Given the reactants [C:1]([O:5][C:6]([N:8]1[C:16]2[C:11](=[CH:12][CH:13]=[C:14]([OH:17])[CH:15]=2)[C:10]([NH2:18])=[N:9]1)=[O:7])([CH3:4])([CH3:3])[CH3:2].C([O-])([O-])=O.[K+].[K+].Br[CH2:26][CH2:27][O:28][CH2:29][C:30]1[CH:35]=[CH:34][CH:33]=[CH:32][CH:31]=1.O, predict the reaction product. The product is: [C:1]([O:5][C:6]([N:8]1[C:16]2[C:11](=[CH:12][CH:13]=[C:14]([O:17][CH2:26][CH2:27][O:28][CH2:29][C:30]3[CH:35]=[CH:34][CH:33]=[CH:32][CH:31]=3)[CH:15]=2)[C:10]([NH2:18])=[N:9]1)=[O:7])([CH3:4])([CH3:2])[CH3:3]. (4) Given the reactants C(OC(=O)[NH:7][C:8]1[O:9][CH:10]=[C:11]([CH2:13][OH:14])[N:12]=1)(C)(C)C.[Cl:16][C:17]1[C:22]([Cl:23])=[CH:21][CH:20]=[CH:19][C:18]=1[S:24]([NH:27][C:28]1[C:33](Cl)=[N:32][C:31]([Cl:35])=[CH:30][N:29]=1)(=[O:26])=[O:25], predict the reaction product. The product is: [NH2:7][C:8]1[O:9][CH:10]=[C:11]([CH2:13][O:14][C:33]2[C:28]([NH:27][S:24]([C:18]3[CH:19]=[CH:20][CH:21]=[C:22]([Cl:23])[C:17]=3[Cl:16])(=[O:26])=[O:25])=[N:29][CH:30]=[C:31]([Cl:35])[N:32]=2)[N:12]=1.